From a dataset of Forward reaction prediction with 1.9M reactions from USPTO patents (1976-2016). Predict the product of the given reaction. (1) Given the reactants FC(F)(F)C(F)(F)C(F)(F)C(F)(F)S(OC1CC[CH2:14][C:13]2[CH:17]=[C:18]([O:21][CH3:22])[CH:19]=[CH:20][C:12]=2[C:11]=1[CH2:23][CH2:24][O:25][CH2:26][C:27]1[CH:32]=[CH:31][CH:30]=[CH:29][CH:28]=1)(=O)=O.[CH3:41][O:42][C:43]1[CH:48]=[CH:47][C:46](B(O)O)=[CH:45][CH:44]=1.[C:52]1(C)[CH:57]=CC=C[CH:53]=1.C([O-])([O-])=O.[Na+].[Na+], predict the reaction product. The product is: [CH2:26]([O:25][CH2:24][CH2:23][C:11]1[C:12]2[CH:20]=[CH:19][C:18]([O:21][CH3:22])=[CH:17][C:13]=2[CH2:14][CH2:57][CH2:52][C:53]=1[C:46]1[CH:47]=[CH:48][C:43]([O:42][CH3:41])=[CH:44][CH:45]=1)[C:27]1[CH:28]=[CH:29][CH:30]=[CH:31][CH:32]=1. (2) Given the reactants [NH2:1][C:2]1[C:3]([O:18][CH3:19])=[CH:4][C:5]2[CH2:11][N:10]([CH2:12][CH:13]3[CH2:15][CH2:14]3)[CH2:9][C:8](=[O:16])[NH:7][C:6]=2[CH:17]=1.Cl[C:21]1[N:26]=[C:25]([NH:27][C:28]2[CH:33]=[CH:32][CH:31]=[CH:30][C:29]=2[S:34]([N:37]2[CH2:41][CH2:40][CH2:39][CH2:38]2)(=[O:36])=[O:35])[C:24]([Cl:42])=[CH:23][N:22]=1, predict the reaction product. The product is: [Cl:42][C:24]1[C:25]([NH:27][C:28]2[CH:33]=[CH:32][CH:31]=[CH:30][C:29]=2[S:34]([N:37]2[CH2:41][CH2:40][CH2:39][CH2:38]2)(=[O:36])=[O:35])=[N:26][C:21]([NH:1][C:2]2[C:3]([O:18][CH3:19])=[CH:4][C:5]3[CH2:11][N:10]([CH2:12][CH:13]4[CH2:14][CH2:15]4)[CH2:9][C:8](=[O:16])[NH:7][C:6]=3[CH:17]=2)=[N:22][CH:23]=1. (3) Given the reactants [C:1]12([CH2:11][NH:12][C:13]([C:15]3[N:20]4[CH:21]=[C:22]([CH2:24]O)[N:23]=[C:19]4[CH:18]=[CH:17][CH:16]=3)=[O:14])[CH2:10][CH:5]3[CH2:6][CH:7]([CH2:9][CH:3]([CH2:4]3)[CH2:2]1)[CH2:8]2.S(Cl)([Cl:28])=O, predict the reaction product. The product is: [C:1]12([CH2:11][NH:12][C:13]([C:15]3[N:20]4[CH:21]=[C:22]([CH2:24][Cl:28])[N:23]=[C:19]4[CH:18]=[CH:17][CH:16]=3)=[O:14])[CH2:10][CH:5]3[CH2:6][CH:7]([CH2:9][CH:3]([CH2:4]3)[CH2:2]1)[CH2:8]2.[ClH:28]. (4) The product is: [F:18][CH:2]([F:1])[CH:3]1[C:12]2[C:7](=[CH:8][CH:9]=[CH:10][CH:11]=2)[N:6]([CH:13]([CH3:17])[CH2:14][NH2:16])[CH2:5][CH2:4]1. Given the reactants [F:1][CH:2]([F:18])[CH:3]1[C:12]2[C:7](=[CH:8][CH:9]=[CH:10][CH:11]=2)[N:6]([CH:13]([CH3:17])[C:14]([NH2:16])=O)[CH2:5][CH2:4]1.CSC.B, predict the reaction product. (5) Given the reactants [C-]1C2C(=CC=CC=2)C=CC=1.[Li+].[NH2:12][C:13]1[CH:14]=[CH:15][C:16]([O:21][C:22]2(SC3C=CC=CC=3)[CH2:24][CH2:23]2)=[C:17]([CH2:19][OH:20])[CH:18]=1.O, predict the reaction product. The product is: [NH2:12][C:13]1[CH:14]=[CH:15][C:16]([O:21][CH:22]2[CH2:23][CH2:24]2)=[C:17]([CH2:19][OH:20])[CH:18]=1. (6) Given the reactants [N+:1]([C:4]1[CH:9]=[CH:8][CH:7]=[C:6]([C:10]2[CH:15]=[CH:14][N:13]=[CH:12][CH:11]=2)[C:5]=1[C:16]1[CH:21]=[CH:20][C:19]([OH:22])=[CH:18][CH:17]=1)([O-:3])=[O:2].C([O-])([O-])=O.[K+].[K+].Cl.Cl[CH2:31][C:32]1[CH:41]=[CH:40][C:39]2[C:34](=[CH:35][CH:36]=[CH:37][CH:38]=2)[N:33]=1, predict the reaction product. The product is: [N+:1]([C:4]1[CH:9]=[CH:8][CH:7]=[C:6]([C:10]2[CH:11]=[CH:12][N:13]=[CH:14][CH:15]=2)[C:5]=1[C:16]1[CH:21]=[CH:20][C:19]([O:22][CH2:31][C:32]2[CH:41]=[CH:40][C:39]3[C:34](=[CH:35][CH:36]=[CH:37][CH:38]=3)[N:33]=2)=[CH:18][CH:17]=1)([O-:3])=[O:2]. (7) The product is: [F:9][C:7]1[CH:8]=[C:3]([C@H:15]2[CH2:14][CH2:13][CH2:12][C@@H:16]2[OH:17])[CH:4]=[C:5]([F:11])[C:6]=1[F:10]. Given the reactants [Mg].Br[C:3]1[CH:4]=[C:5]([F:11])[C:6]([F:10])=[C:7]([F:9])[CH:8]=1.[CH:12]12[O:17][CH:16]1[CH2:15][CH2:14][CH2:13]2, predict the reaction product.